This data is from Forward reaction prediction with 1.9M reactions from USPTO patents (1976-2016). The task is: Predict the product of the given reaction. Given the reactants [CH2:1]([O:8][C:9]1[CH:10]=[C:11]([C:17](=O)[C:18]([CH3:24])([CH3:23])[C:19](OC)=[O:20])[CH:12]=[CH:13][C:14]=1[O:15][CH3:16])[C:2]1[CH:7]=[CH:6][CH:5]=[CH:4][CH:3]=1.O.[NH2:27][NH2:28], predict the reaction product. The product is: [CH2:1]([O:8][C:9]1[CH:10]=[C:11]([C:17]2[C:18]([CH3:24])([CH3:23])[C:19](=[O:20])[NH:27][N:28]=2)[CH:12]=[CH:13][C:14]=1[O:15][CH3:16])[C:2]1[CH:7]=[CH:6][CH:5]=[CH:4][CH:3]=1.